Dataset: Drug half-life prediction data from Obach et al.. Task: Regression/Classification. Given a drug SMILES string, predict its absorption, distribution, metabolism, or excretion properties. Task type varies by dataset: regression for continuous measurements (e.g., permeability, clearance, half-life) or binary classification for categorical outcomes (e.g., BBB penetration, CYP inhibition). For this dataset (half_life_obach), we predict log10(half-life) (log10 of half-life in hours). (1) The molecule is CO[C@@]1(NC(=O)C2SC(=C(C(N)=O)C(=O)O)S2)C(=O)N2C(C(=O)O)=C(CSc3nnnn3C)CS[C@@H]21. The log10(half-life) is 0.650. (2) The compound is CN(C)CCOC(c1ccccc1)c1ccccc1. The log10(half-life) is 0.970. (3) The molecule is Cc1cc(O)c2c(=O)c3c(O)cc(O)c4c5c(O)cc(O)c6c(=O)c7c(O)cc(C)c8c1c2c(c34)c(c78)c65. The log10(half-life) is 1.62.